This data is from Catalyst prediction with 721,799 reactions and 888 catalyst types from USPTO. The task is: Predict which catalyst facilitates the given reaction. Reactant: [Br:1][C:2]1[CH:17]=[CH:16][C:5]2[C:6](Cl)=[N:7][C:8]3[C:13]([C:4]=2[CH:3]=1)=[C:12]([Cl:14])[N:11]=[CH:10][CH:9]=3.[F:18][C:19]([F:26])([F:25])[C@H:20]([NH2:24])[CH:21]([CH3:23])[CH3:22]. Product: [Br:1][C:2]1[CH:17]=[CH:16][C:5]2[C:6]([NH:24][C@@H:20]([C:19]([F:26])([F:25])[F:18])[CH:21]([CH3:23])[CH3:22])=[N:7][C:8]3[C:13]([C:4]=2[CH:3]=1)=[C:12]([Cl:14])[N:11]=[CH:10][CH:9]=3. The catalyst class is: 12.